From a dataset of Peptide-MHC class II binding affinity with 134,281 pairs from IEDB. Regression. Given a peptide amino acid sequence and an MHC pseudo amino acid sequence, predict their binding affinity value. This is MHC class II binding data. (1) The peptide sequence is KFCNLSDAHKKNLYD. The MHC is DRB1_0101 with pseudo-sequence DRB1_0101. The binding affinity (normalized) is 0.417. (2) The peptide sequence is VAYSKSLKELVISDT. The MHC is DRB1_0101 with pseudo-sequence DRB1_0101. The binding affinity (normalized) is 0.678.